Predict the reactants needed to synthesize the given product. From a dataset of Full USPTO retrosynthesis dataset with 1.9M reactions from patents (1976-2016). (1) Given the product [CH3:46][O:47][C:48]([C:50]1[N:51]=[C:52]([NH:55][C:35](=[O:37])[C@@H:34]([C:38]2[CH:43]=[CH:42][C:41]([Cl:44])=[C:40]([Cl:45])[CH:39]=2)[CH2:33][CH:28]2[CH2:29][CH2:30][CH2:31][CH2:32]2)[S:53][CH:54]=1)=[O:49], predict the reactants needed to synthesize it. The reactants are: C1(P(C2C=CC=CC=2)C2C=CC=CC=2)C=CC=CC=1.BrN1C(=O)CCC1=O.[CH:28]1([CH2:33][C@H:34]([C:38]2[CH:43]=[CH:42][C:41]([Cl:44])=[C:40]([Cl:45])[CH:39]=2)[C:35]([OH:37])=O)[CH2:32][CH2:31][CH2:30][CH2:29]1.[CH3:46][O:47][C:48]([C:50]1[N:51]=[C:52]([NH2:55])[S:53][CH:54]=1)=[O:49]. (2) Given the product [NH2:12][C:13]1[C:22]2[N:23]=[C:24]([CH2:29][CH2:30][CH2:31][CH3:32])[N:25]([CH2:26][CH2:27][NH:28][C:9](=[O:11])[CH2:8][C:4]3[CH:5]=[CH:6][CH:7]=[C:2]([OH:1])[CH:3]=3)[C:21]=2[C:20]2[N:19]=[CH:18][CH:17]=[CH:16][C:15]=2[N:14]=1, predict the reactants needed to synthesize it. The reactants are: [OH:1][C:2]1[CH:3]=[C:4]([CH2:8][C:9]([OH:11])=O)[CH:5]=[CH:6][CH:7]=1.[NH2:12][C:13]1[C:22]2[N:23]=[C:24]([CH2:29][CH2:30][CH2:31][CH3:32])[N:25]([CH2:26][CH2:27][NH2:28])[C:21]=2[C:20]2[N:19]=[CH:18][CH:17]=[CH:16][C:15]=2[N:14]=1.